From a dataset of Merck oncology drug combination screen with 23,052 pairs across 39 cell lines. Regression. Given two drug SMILES strings and cell line genomic features, predict the synergy score measuring deviation from expected non-interaction effect. (1) Drug 1: N.N.O=C(O)C1(C(=O)O)CCC1.[Pt]. Drug 2: COC1=C2CC(C)CC(OC)C(O)C(C)C=C(C)C(OC(N)=O)C(OC)C=CC=C(C)C(=O)NC(=CC1=O)C2=O. Cell line: UACC62. Synergy scores: synergy=-9.67. (2) Drug 1: CN1C(=O)C=CC2(C)C3CCC4(C)C(NC(=O)OCC(F)(F)F)CCC4C3CCC12. Drug 2: Cn1cc(-c2cnn3c(N)c(Br)c(C4CCCNC4)nc23)cn1. Cell line: SKOV3. Synergy scores: synergy=8.69. (3) Drug 1: O=C(CCCCCCC(=O)Nc1ccccc1)NO. Drug 2: NC(=O)c1cccc2cn(-c3ccc(C4CCCNC4)cc3)nc12. Cell line: SKMES1. Synergy scores: synergy=0.318. (4) Drug 1: Cn1nnc2c(C(N)=O)ncn2c1=O. Drug 2: CC1(c2nc3c(C(N)=O)cccc3[nH]2)CCCN1. Cell line: DLD1. Synergy scores: synergy=-0.0898.